This data is from Full USPTO retrosynthesis dataset with 1.9M reactions from patents (1976-2016). The task is: Predict the reactants needed to synthesize the given product. Given the product [Br:20][C:21]1[N:22]=[CH:23][N:24]([C:2]2[N:7]=[C:6]([C:8]3[CH:13]=[CH:12][C:11]([Cl:14])=[C:10]([Cl:15])[CH:9]=3)[CH:5]=[C:4]([C:16]([F:19])([F:18])[F:17])[N:3]=2)[CH:25]=1, predict the reactants needed to synthesize it. The reactants are: Cl[C:2]1[N:7]=[C:6]([C:8]2[CH:13]=[CH:12][C:11]([Cl:14])=[C:10]([Cl:15])[CH:9]=2)[CH:5]=[C:4]([C:16]([F:19])([F:18])[F:17])[N:3]=1.[Br:20][C:21]1[N:22]=[CH:23][NH:24][CH:25]=1.